From a dataset of Forward reaction prediction with 1.9M reactions from USPTO patents (1976-2016). Predict the product of the given reaction. Given the reactants [CH3:1][O:2][C:3]1[CH:4]=[C:5]2[C:10](=[CH:11][C:12]=1[CH3:13])[C:9](=O)[CH2:8][CH2:7][C:6]2([CH3:16])[CH3:15].[CH3:17][CH2:18][Mg+].[Br-], predict the reaction product. The product is: [CH2:17]([C:9]1[C:10]2[C:5](=[CH:4][C:3]([O:2][CH3:1])=[C:12]([CH3:13])[CH:11]=2)[C:6]([CH3:16])([CH3:15])[CH2:7][CH:8]=1)[CH3:18].